Dataset: Catalyst prediction with 721,799 reactions and 888 catalyst types from USPTO. Task: Predict which catalyst facilitates the given reaction. Reactant: [CH2:1]([O:3][C:4](=[O:25])[CH2:5][CH:6]1[CH2:11][CH2:10][N:9]([C:12]2[C:17]([NH2:18])=[CH:16][C:15]([C:19](=[O:24])[NH:20][CH:21]3[CH2:23][CH2:22]3)=[CH:14][N:13]=2)[CH2:8][CH2:7]1)[CH3:2].[Cl:26][C:27]1[CH:28]=[C:29]([CH:33]=[CH:34][CH:35]=1)[C:30](Cl)=[O:31]. Product: [CH2:1]([O:3][C:4](=[O:25])[CH2:5][CH:6]1[CH2:11][CH2:10][N:9]([C:12]2[C:17]([NH:18][C:30](=[O:31])[C:29]3[CH:33]=[CH:34][CH:35]=[C:27]([Cl:26])[CH:28]=3)=[CH:16][C:15]([C:19](=[O:24])[NH:20][CH:21]3[CH2:22][CH2:23]3)=[CH:14][N:13]=2)[CH2:8][CH2:7]1)[CH3:2]. The catalyst class is: 10.